From a dataset of Catalyst prediction with 721,799 reactions and 888 catalyst types from USPTO. Predict which catalyst facilitates the given reaction. Reactant: [C:1]([O:4][C@@H:5]1[C@@H:13]([C@@:14]2([CH3:31])[CH2:19][CH2:18][C@H:17]([O:20][Si:21]([C:24]([CH3:27])([CH3:26])[CH3:25])([CH3:23])[CH3:22])[CH2:16][C@@H:15]2[CH2:28][CH2:29][OH:30])[CH2:12][CH2:11][C@@:10]2([CH3:32])[C@H:6]1[CH2:7][CH2:8][C:9]12[O:36][CH2:35][CH2:34][O:33]1)(=[O:3])[CH3:2].[CH3:37][S:38](Cl)(=[O:40])=[O:39]. Product: [C:1]([O:4][C@@H:5]1[C@@H:13]([C@@:14]2([CH3:31])[CH2:19][CH2:18][C@H:17]([O:20][Si:21]([C:24]([CH3:25])([CH3:26])[CH3:27])([CH3:22])[CH3:23])[CH2:16][C@@H:15]2[CH2:28][CH2:29][O:30][S:38]([CH3:37])(=[O:40])=[O:39])[CH2:12][CH2:11][C@@:10]2([CH3:32])[C@H:6]1[CH2:7][CH2:8][C:9]12[O:33][CH2:34][CH2:35][O:36]1)(=[O:3])[CH3:2]. The catalyst class is: 377.